From a dataset of Full USPTO retrosynthesis dataset with 1.9M reactions from patents (1976-2016). Predict the reactants needed to synthesize the given product. Given the product [N:20]1[CH:25]=[CH:24][CH:23]=[CH:22][C:21]=1[CH2:26][CH2:27][NH:28][C:29]1[N:30]=[CH:31][C:32]([NH:35][C:15]([C:10]2[CH2:11][CH2:12][CH2:13][CH2:14][C:9]=2[C:6]2[CH:5]=[CH:4][C:3]([C:2]([F:1])([F:19])[F:18])=[CH:8][CH:7]=2)=[O:17])=[CH:33][CH:34]=1, predict the reactants needed to synthesize it. The reactants are: [F:1][C:2]([F:19])([F:18])[C:3]1[CH:8]=[CH:7][C:6]([C:9]2[CH2:14][CH2:13][CH2:12][CH2:11][C:10]=2[C:15]([OH:17])=O)=[CH:5][CH:4]=1.[N:20]1[CH:25]=[CH:24][CH:23]=[CH:22][C:21]=1[CH2:26][CH2:27][NH:28][C:29]1[CH:34]=[CH:33][C:32]([NH2:35])=[CH:31][N:30]=1.O.ON1C2C=CC=CC=2N=N1.C(OCC)(=O)C.